This data is from Peptide-MHC class I binding affinity with 185,985 pairs from IEDB/IMGT. The task is: Regression. Given a peptide amino acid sequence and an MHC pseudo amino acid sequence, predict their binding affinity value. This is MHC class I binding data. The peptide sequence is AYISSEATTPV. The MHC is HLA-B58:01 with pseudo-sequence HLA-B58:01. The binding affinity (normalized) is 0.